This data is from Forward reaction prediction with 1.9M reactions from USPTO patents (1976-2016). The task is: Predict the product of the given reaction. (1) Given the reactants [CH2:1]([O:3][C:4](=[O:18])[CH:5]([O:15][CH2:16][CH3:17])[CH2:6][C:7]1[CH:12]=[CH:11][C:10]([OH:13])=[CH:9][C:8]=1[CH3:14])[CH3:2].[C:19]([C:23]1[O:24][C:25]([CH3:31])=[C:26]([CH2:28][CH2:29]O)[N:27]=1)([CH3:22])([CH3:21])[CH3:20].C1(P(C2C=CC=CC=2)C2C=CC=CC=2)C=CC=CC=1.N(C(OC(C)(C)C)=O)=NC(OC(C)(C)C)=O, predict the reaction product. The product is: [CH2:1]([O:3][C:4](=[O:18])[CH:5]([O:15][CH2:16][CH3:17])[CH2:6][C:7]1[CH:12]=[CH:11][C:10]([O:13][CH2:29][CH2:28][C:26]2[N:27]=[C:23]([C:19]([CH3:20])([CH3:22])[CH3:21])[O:24][C:25]=2[CH3:31])=[CH:9][C:8]=1[CH3:14])[CH3:2]. (2) Given the reactants F[C:2]1[CH:3]=[CH:4][C:5]([N+:13]([O-:15])=[O:14])=[C:6]([S:8]([NH:11][CH3:12])(=[O:10])=[O:9])[CH:7]=1.C(=O)([O-])[O-].[K+].[K+].FC(F)(F)C(O)=O.[N:29]12[CH2:37][CH2:36][CH:33]([CH2:34][CH2:35]1)[NH:32][CH2:31][CH2:30]2, predict the reaction product. The product is: [N:29]12[CH2:37][CH2:36][CH:33]([CH2:34][CH2:35]1)[N:32]([C:2]1[CH:3]=[CH:4][C:5]([N+:13]([O-:15])=[O:14])=[C:6]([S:8]([NH:11][CH3:12])(=[O:10])=[O:9])[CH:7]=1)[CH2:31][CH2:30]2. (3) The product is: [C:22](=[O:25])([OH:24])[O-:23].[CH2:1]([NH+:3]([CH2:14][CH3:15])[CH2:4][CH3:5])[CH3:2]. Given the reactants [C:1](#[N:3])[CH3:2].[CH:4](C1C=CC=CC=1C=C)=[CH2:5].[CH2:14]=[CH:15]C1C=CC=CC=1.[C:22](=[O:24])=[O:23].[OH2:25], predict the reaction product. (4) Given the reactants [C:1]([C:3]1[CH:4]=[C:5]([CH:11]=[CH:12][CH:13]=1)[CH:6]=[CH:7][C:8]([OH:10])=[O:9])#[N:2].O[N:15]1[C:19](=[O:20])[CH2:18][CH2:17][C:16]1=[O:21].CCN=C=NCCCN(C)C.Cl, predict the reaction product. The product is: [C:1]([C:3]1[CH:4]=[C:5]([CH:6]=[CH:7][C:8]([O:10][N:15]2[C:19](=[O:20])[CH2:18][CH2:17][C:16]2=[O:21])=[O:9])[CH:11]=[CH:12][CH:13]=1)#[N:2]. (5) Given the reactants [NH:1]1[C:5]2[NH:6][C:7]([C:9]([OH:11])=O)=[CH:8][C:4]=2[CH:3]=[N:2]1.[NH2:12][C@@H:13]([CH3:30])[CH2:14][N:15]1[CH:19]=[CH:18][C:17]([C:20]2[CH:27]=[C:26]([F:28])[C:23]([C:24]#[N:25])=[C:22]([Cl:29])[CH:21]=2)=[N:16]1, predict the reaction product. The product is: [Cl:29][C:22]1[CH:21]=[C:20]([C:17]2[CH:18]=[CH:19][N:15]([CH2:14][C@@H:13]([NH:12][C:9]([C:7]3[NH:6][C:5]4[NH:1][N:2]=[CH:3][C:4]=4[CH:8]=3)=[O:11])[CH3:30])[N:16]=2)[CH:27]=[C:26]([F:28])[C:23]=1[C:24]#[N:25]. (6) Given the reactants [NH2:1][C:2]1[CH:12]=[CH:11][C:5]2[NH:6][C:7](=[O:10])[CH2:8][O:9][C:4]=2[CH:3]=1.Cl[CH2:14][C:15]([N:17]1[CH2:22][CH2:21][CH:20]([CH2:23][C:24]2[CH:29]=[CH:28][C:27]([F:30])=[CH:26][CH:25]=2)[CH2:19][CH2:18]1)=O.C([O:33]CC)C, predict the reaction product. The product is: [F:30][C:27]1[CH:28]=[CH:29][C:24]([CH2:23][CH:20]2[CH2:21][CH2:22][N:17]([CH:15]([NH:1][C:2]3[CH:12]=[CH:11][C:5]4[NH:6][C:7](=[O:10])[CH2:8][O:9][C:4]=4[CH:3]=3)[CH:14]=[O:33])[CH2:18][CH2:19]2)=[CH:25][CH:26]=1. (7) The product is: [C:1]1([C@H:7]([NH:9][C@@:10]2([C:22]([O:24][CH2:25][CH3:26])=[O:23])[CH2:15][C@H:14]([F:37])[CH:13]3[CH:11]2[C@H:12]3[C:17]([O:19][CH2:20][CH3:21])=[O:18])[CH3:8])[CH:6]=[CH:5][CH:4]=[CH:3][CH:2]=1. Given the reactants [C:1]1([C@H:7]([NH:9][C@@:10]2([C:22]([O:24][CH2:25][CH3:26])=[O:23])[CH2:15][C@H:14](O)[CH:13]3[CH:11]2[C@H:12]3[C:17]([O:19][CH2:20][CH3:21])=[O:18])[CH3:8])[CH:6]=[CH:5][CH:4]=[CH:3][CH:2]=1.COCCN(S(F)(F)[F:37])CCOC.C([O-])([O-])=O.[Na+].[Na+], predict the reaction product. (8) The product is: [CH3:18][Si:17]([CH3:20])([CH3:19])[CH2:16][CH2:15][O:14][CH2:13][N:10]1[C:11]2[C:7](=[CH:6][CH:5]=[C:4]([NH2:1])[CH:12]=2)[CH:8]=[N:9]1. Given the reactants [N+:1]([C:4]1[CH:12]=[C:11]2[C:7]([CH:8]=[N:9][N:10]2[CH2:13][O:14][CH2:15][CH2:16][Si:17]([CH3:20])([CH3:19])[CH3:18])=[CH:6][CH:5]=1)([O-])=O.[Cl-].[NH4+], predict the reaction product.